Dataset: Reaction yield outcomes from USPTO patents with 853,638 reactions. Task: Predict the reaction yield, written as a fraction of the theoretical maximum amount of product (1.0 means a 100% yield; for example, 0.34 means a 34% yield). (1) The reactants are Br[CH2:2][C:3]1[NH:8][C:7]([C:9]2[S:10][CH:11]=[CH:12][N:13]=2)=[N:6][CH:5]([C:14]2[CH:19]=[CH:18][C:17]([Cl:20])=[CH:16][C:15]=2[Cl:21])[C:4]=1[C:22]([O:24][CH2:25][CH3:26])=[O:23].[CH:27]([NH:30][C:31]([CH:33]1[CH2:38][O:37][CH2:36][CH2:35][NH:34]1)=[O:32])([CH3:29])[CH3:28]. No catalyst specified. The product is [Cl:21][C:15]1[CH:16]=[C:17]([Cl:20])[CH:18]=[CH:19][C:14]=1[CH:5]1[C:4]([C:22]([O:24][CH2:25][CH3:26])=[O:23])=[C:3]([CH2:2][N:34]2[CH2:35][CH2:36][O:37][CH2:38][CH:33]2[C:31](=[O:32])[NH:30][CH:27]([CH3:28])[CH3:29])[NH:8][C:7]([C:9]2[S:10][CH:11]=[CH:12][N:13]=2)=[N:6]1. The yield is 0.300. (2) The reactants are [OH-].[Na+].C[O:4][C:5]([C:7]1[C:16]2[C:11](=[CH:12][C:13]([O:22][CH3:23])=[C:14]3[O:19][C:18]([CH3:21])([CH3:20])[CH2:17][C:15]3=2)[CH2:10][C:9]([CH3:25])([CH3:24])[N:8]=1)=[O:6].[ClH:26]. The catalyst is CO. The product is [ClH:26].[CH3:23][O:22][C:13]1[CH:12]=[C:11]2[C:16](=[C:15]3[CH2:17][C:18]([CH3:21])([CH3:20])[O:19][C:14]=13)[C:7]([C:5]([OH:6])=[O:4])=[N:8][C:9]([CH3:25])([CH3:24])[CH2:10]2. The yield is 0.940. (3) The reactants are [F:1][C:2]1[C:30]([NH:31][S:32]([CH2:35][CH2:36][CH3:37])(=[O:34])=[O:33])=[CH:29][CH:28]=[C:27]([F:38])[C:3]=1[C:4]([NH:6][C:7]1[CH:8]=[C:9]2[C:15]([CH:16]=[CH2:17])=[CH:14][N:13](S(C3C=CC=CC=3)(=O)=O)[C:10]2=[N:11][CH:12]=1)=[O:5].O.C([O-])([O-])=O.[K+].[K+]. The catalyst is CO.[Pd]. The product is [CH2:16]([C:15]1[C:9]2[C:10](=[N:11][CH:12]=[C:7]([NH:6][C:4](=[O:5])[C:3]3[C:27]([F:38])=[CH:28][CH:29]=[C:30]([NH:31][S:32]([CH2:35][CH2:36][CH3:37])(=[O:34])=[O:33])[C:2]=3[F:1])[CH:8]=2)[NH:13][CH:14]=1)[CH3:17]. The yield is 0.376. (4) The reactants are [CH3:1][O:2][C:3]1[CH:4]=[C:5]([CH:9]=[CH:10][C:11]=1[O:12][CH3:13])[C:6]([OH:8])=O.S(Cl)(Cl)=O.C(OC([N:25]1[CH2:29][CH2:28][CH:27]([NH:30][CH2:31][C:32]([CH3:42])=[CH:33][C:34]2[CH:39]=[CH:38][C:37]([F:40])=[CH:36][C:35]=2[F:41])[CH2:26]1)=O)(C)(C)C. The catalyst is C(N(CC)CC)C. The product is [F:41][C:35]1[CH:36]=[C:37]([F:40])[CH:38]=[CH:39][C:34]=1[CH:33]=[C:32]([CH3:42])[CH2:31][N:30]([CH:27]1[CH2:28][CH2:29][NH:25][CH2:26]1)[C:6](=[O:8])[C:5]1[CH:9]=[CH:10][C:11]([O:12][CH3:13])=[C:3]([O:2][CH3:1])[CH:4]=1. The yield is 0.350. (5) The reactants are [CH3:1][O:2][C:3]1[CH:19]=[CH:18][C:6]([CH2:7][N:8]2[C:12]3[CH:13]=[CH:14][C:15]([NH2:17])=[CH:16][C:11]=3[N:10]=[CH:9]2)=[CH:5][CH:4]=1.[Br:20]Br.N.CO.C(Cl)(Cl)Cl. The catalyst is CC(O)=O. The product is [CH3:1][O:2][C:3]1[CH:4]=[CH:5][C:6]([CH2:7][N:8]2[C:12]3[CH:13]=[CH:14][C:15]([NH2:17])=[C:16]([Br:20])[C:11]=3[N:10]=[CH:9]2)=[CH:18][CH:19]=1. The yield is 0.950. (6) The yield is 0.450. The reactants are [OH-].[Na+].F[C:4](F)(F)[C:5]([N:7]([CH2:13][C:14]1([OH:34])[CH2:19][CH2:18][N:17]([C:20](=[O:33])[C:21]2[CH:26]=[CH:25][C:24]([O:27][CH3:28])=[C:23]([C:29]([F:32])([F:31])[F:30])[CH:22]=2)[CH2:16][CH2:15]1)[CH2:8][CH2:9][CH:10]([CH3:12])[CH3:11])=[O:6].C[C:38]([CH3:41])([O-])[CH3:39].[K+].[CH3:43][C:44](O)=O.[CH3:47]O. The catalyst is C1COCC1.C(O)(C)(C)C. The product is [CH2:8]([N:7]1[C:5](=[O:6])[CH:4]([C:39]2[CH:38]=[CH:41][CH:43]=[CH:44][CH:47]=2)[O:34][C:14]2([CH2:15][CH2:16][N:17]([C:20](=[O:33])[C:21]3[CH:26]=[CH:25][C:24]([O:27][CH3:28])=[C:23]([C:29]([F:30])([F:31])[F:32])[CH:22]=3)[CH2:18][CH2:19]2)[CH2:13]1)[CH2:9][CH:10]([CH3:12])[CH3:11].